This data is from Catalyst prediction with 721,799 reactions and 888 catalyst types from USPTO. The task is: Predict which catalyst facilitates the given reaction. (1) Reactant: Br[C:2]1[NH:3][C:4]2[CH:5]=[CH:6][CH:7]=[C:8]3[C:14](=[O:15])[NH:13][CH2:12][CH2:11][C:10]=1[C:9]=23.C([O-])([O-])=O.[K+].[K+].[N+:22]([C:25]1[CH:26]=[C:27](B(O)O)[CH:28]=[CH:29][CH:30]=1)([O-:24])=[O:23].O. Product: [N+:22]([C:25]1[CH:30]=[C:29]([C:2]2[NH:3][C:4]3[CH:5]=[CH:6][CH:7]=[C:8]4[C:14](=[O:15])[NH:13][CH2:12][CH2:11][C:10]=2[C:9]=34)[CH:28]=[CH:27][CH:26]=1)([O-:24])=[O:23]. The catalyst class is: 12. (2) Reactant: [F:1][C:2]1[CH:3]=[C:4]([C:8]2[C:12]([CH2:13][N:14]3C(=O)C4C(=CC=CC=4)C3=O)=[C:11]([CH3:25])[O:10][N:9]=2)[CH:5]=[CH:6][CH:7]=1.O.NN. Product: [F:1][C:2]1[CH:3]=[C:4]([C:8]2[C:12]([CH2:13][NH2:14])=[C:11]([CH3:25])[O:10][N:9]=2)[CH:5]=[CH:6][CH:7]=1. The catalyst class is: 219. (3) Reactant: [CH2:1]([O:8][CH2:9][C@@:10]1([CH2:39][O:40][CH2:41][O:42][CH3:43])[O:14][C@@H:13]([N:15]2[CH:23]=[C:21]([CH3:22])[C:19](=[O:20])[N:18]([CH2:24][O:25][CH2:26][C:27]3[CH:32]=[CH:31][CH:30]=[CH:29][CH:28]=3)[C:16]2=[O:17])[CH2:12][C@:11]1([CH2:34][O:35][CH2:36][O:37][CH3:38])[OH:33])[C:2]1[CH:7]=[CH:6][CH:5]=[CH:4][CH:3]=1.CN(C)C=O.[H-].[Na+].[CH2:51](Br)[C:52]1[CH:57]=[CH:56][CH:55]=[CH:54][CH:53]=1. Product: [CH2:51]([O:33][C@:11]1([CH2:34][O:35][CH2:36][O:37][CH3:38])[C@@:10]([CH2:39][O:40][CH2:41][O:42][CH3:43])([CH2:9][O:8][CH2:1][C:2]2[CH:3]=[CH:4][CH:5]=[CH:6][CH:7]=2)[O:14][C@@H:13]([N:15]2[CH:23]=[C:21]([CH3:22])[C:19](=[O:20])[N:18]([CH2:24][O:25][CH2:26][C:27]3[CH:32]=[CH:31][CH:30]=[CH:29][CH:28]=3)[C:16]2=[O:17])[CH2:12]1)[C:52]1[CH:57]=[CH:56][CH:55]=[CH:54][CH:53]=1. The catalyst class is: 6. (4) Reactant: [C:1]([C:4]1[CH:5]=[C:6]([OH:10])[CH:7]=[CH:8][CH:9]=1)(=O)[CH3:2].Cl.[CH3:12][O:13][NH2:14].Cl.C(=O)([O-])O.[Na+]. Product: [CH3:12][O:13][N:14]=[C:1]([C:4]1[CH:5]=[C:6]([OH:10])[CH:7]=[CH:8][CH:9]=1)[CH3:2]. The catalyst class is: 8. (5) Reactant: [NH2:1][C:2]1[C:3]([NH:28][CH:29]2[CH2:33][CH2:32][CH2:31][CH2:30]2)=[N:4][C:5]([NH:8][C:9]2[CH:14]=[CH:13][C:12]([N:15]3[CH2:19][CH2:18][CH:17]([NH:20][C:21]([O:23][C:24]([CH3:27])([CH3:26])[CH3:25])=[O:22])[CH2:16]3)=[CH:11][CH:10]=2)=[N:6][CH:7]=1.[C:34](OCCCC)(=O)[CH:35]=[O:36].CC(O)=O. Product: [C:24]([O:23][C:21]([NH:20][CH:17]1[CH2:18][CH2:19][N:15]([C:12]2[CH:11]=[CH:10][C:9]([NH:8][C:5]3[N:6]=[CH:7][C:2]4[N:1]=[CH:34][C:35](=[O:36])[N:28]([CH:29]5[CH2:30][CH2:31][CH2:32][CH2:33]5)[C:3]=4[N:4]=3)=[CH:14][CH:13]=2)[CH2:16]1)=[O:22])([CH3:27])([CH3:26])[CH3:25]. The catalyst class is: 14. (6) Reactant: [NH:1]1[CH2:7][C:5](=[O:6])[NH:4][C:2]1=[O:3].N1CCCCC1.[CH:14]1([NH:17][C:18]2[N:23]3[N:24]=[CH:25][C:26]([CH:27]=O)=[C:22]3[N:21]=[C:20]([NH:29][C:30]3[CH:35]=[C:34]([F:36])[CH:33]=[C:32]([F:37])[CH:31]=3)[CH:19]=2)[CH2:16][CH2:15]1. Product: [CH:14]1([NH:17][C:18]2[N:23]3[N:24]=[CH:25][C:26](/[CH:27]=[C:7]4/[C:5](=[O:6])[NH:4][C:2](=[O:3])[NH:1]/4)=[C:22]3[N:21]=[C:20]([NH:29][C:30]3[CH:35]=[C:34]([F:36])[CH:33]=[C:32]([F:37])[CH:31]=3)[CH:19]=2)[CH2:15][CH2:16]1. The catalyst class is: 40.